From a dataset of Reaction yield outcomes from USPTO patents with 853,638 reactions. Predict the reaction yield, written as a fraction of the theoretical maximum amount of product (1.0 means a 100% yield; for example, 0.34 means a 34% yield). (1) The yield is 0.720. The reactants are [CH3:1][O:2][CH2:3][N:4]1[C:12]2[C:7](=[CH:8][CH:9]=[CH:10][C:11]=2[NH:13][S:14]([C:17]2[S:18][CH:19]=[CH:20][CH:21]=2)(=[O:16])=[O:15])[CH:6]=[C:5]1[C:22]([NH2:24])=[O:23].Br[CH2:26][CH:27]1[CH2:29][CH2:28]1.C(=O)([O-])[O-].[K+].[K+].CN(C)C=O. The product is [CH:27]1([CH2:26][N:13]([S:14]([C:17]2[S:18][CH:19]=[CH:20][CH:21]=2)(=[O:16])=[O:15])[C:11]2[CH:10]=[CH:9][CH:8]=[C:7]3[C:12]=2[N:4]([CH2:3][O:2][CH3:1])[C:5]([C:22]([NH2:24])=[O:23])=[CH:6]3)[CH2:29][CH2:28]1. The catalyst is C(OCC)(=O)C.[Cl-].[Na+].O. (2) The reactants are F[C:2]1[CH:12]=[CH:11][C:5]([C:6]([O:8][CH2:9][CH3:10])=[O:7])=[CH:4][CH:3]=1.[CH:13]([N:16]1[CH2:22][CH2:21][CH2:20][NH:19][CH2:18][CH2:17]1)([CH3:15])[CH3:14]. The catalyst is CS(C)=O.O. The product is [CH:13]([N:16]1[CH2:22][CH2:21][CH2:20][N:19]([C:2]2[CH:12]=[CH:11][C:5]([C:6]([O:8][CH2:9][CH3:10])=[O:7])=[CH:4][CH:3]=2)[CH2:18][CH2:17]1)([CH3:15])[CH3:14]. The yield is 0.365. (3) The reactants are [Cl:1][C:2]1[C:3]2[N:4]([C:8]([C:20]3[CH:25]=[CH:24][N:23]=[C:22]([NH:26][CH:27]4[CH2:31][CH2:30][CH2:29][CH2:28]4)[N:21]=3)=[C:9]([C:11]3[CH:16]=[CH:15][CH:14]=[C:13]([N+:17]([O-])=O)[CH:12]=3)[N:10]=2)[CH:5]=[CH:6][CH:7]=1.O.O.[Sn](Cl)Cl. The catalyst is C(O)C. The product is [NH2:17][C:13]1[CH:12]=[C:11]([C:9]2[N:10]=[C:3]3[C:2]([Cl:1])=[CH:7][CH:6]=[CH:5][N:4]3[C:8]=2[C:20]2[CH:25]=[CH:24][N:23]=[C:22]([NH:26][CH:27]3[CH2:31][CH2:30][CH2:29][CH2:28]3)[N:21]=2)[CH:16]=[CH:15][CH:14]=1. The yield is 0.990. (4) The reactants are [C:1]([N:6]1[CH2:11][CH2:10][N:9]([C:12]([C:14]2[CH:15]=[C:16]([CH:20]3[C:29](=O)[C:28]4[C:27]([C:31](OC)=[O:32])=[CH:26][CH:25]=[CH:24][C:23]=4[NH:22][CH:21]3[C:35]3[CH:40]=[CH:39][CH:38]=[CH:37][CH:36]=3)[CH:17]=[CH:18][CH:19]=2)=[O:13])[CH2:8][CH2:7]1)(=O)[CH:2]([CH3:4])[CH3:3].[OH2:41].[NH2:42][NH2:43]. The catalyst is CO. The product is [C:1]([N:6]1[CH2:7][CH2:8][N:9]([C:12]([C:14]2[CH:15]=[C:16]([CH:20]3[C:29]4=[N:42][NH:43][C:31](=[O:32])[C:27]5[CH:26]=[CH:25][CH:24]=[C:23]([C:28]=54)[NH:22][CH:21]3[C:35]3[CH:40]=[CH:39][CH:38]=[CH:37][CH:36]=3)[CH:17]=[CH:18][CH:19]=2)=[O:13])[CH2:10][CH2:11]1)(=[O:41])[CH:2]([CH3:4])[CH3:3]. The yield is 0.110. (5) The reactants are [H-].[Na+].N[C:4]1C=CC=CC=1.[CH3:10][C:11]1[CH2:15][C:14]([CH3:16])=[C:13]([CH3:17])[C:12]=1[CH3:18].ClC[SiH:21]([C:28]1[CH:33]=[CH:32][CH:31]=[CH:30][CH:29]=1)[C:22]1[CH:27]=[CH:26][CH:25]=[CH:24][CH:23]=1.C(=O)([O-])O.[Na+].C(=O)([O-])[O-].[Na+].[Na+]. The catalyst is O1CCCC1.C1(C)C=CC=CC=1. The product is [CH3:18][C:12]1[C:11]([SiH:21]([C:28]2[CH:29]=[CH:30][CH:31]=[CH:32][CH:33]=2)[C:22]2[CH:27]=[CH:26][CH:25]=[CH:24][CH:23]=2)([CH3:10])[C:15]([CH3:4])=[C:14]([CH3:16])[C:13]=1[CH3:17]. The yield is 0.865. (6) The reactants are [CH3:1][O:2][C:3]([C:5]1[CH:24]=[CH:23][CH:22]=[CH:21][C:6]=1[O:7][CH2:8][CH2:9][C:10]1[CH:20]=[CH:19][C:13]([O:14][CH2:15][C:16]([OH:18])=O)=[CH:12][CH:11]=1)=[O:4].[F:25][C:26]1[CH:36]=[C:35]([F:37])[CH:34]=[CH:33][C:27]=1[CH2:28][NH:29][CH2:30][CH2:31][CH3:32].F[B-](F)(F)F.N1(OC(N(C)C)=[N+](C)C)C2C=CC=CC=2N=N1.C(N(C(C)C)C(C)C)C. The catalyst is CN(C=O)C.CCOC(C)=O. The product is [F:25][C:26]1[CH:36]=[C:35]([F:37])[CH:34]=[CH:33][C:27]=1[CH2:28][N:29]([CH2:30][CH2:31][CH3:32])[C:16](=[O:18])[CH2:15][O:14][C:13]1[CH:12]=[CH:11][C:10]([CH2:9][CH2:8][O:7][C:6]2[CH:21]=[CH:22][CH:23]=[CH:24][C:5]=2[C:3]([O:2][CH3:1])=[O:4])=[CH:20][CH:19]=1. The yield is 0.974.